This data is from Full USPTO retrosynthesis dataset with 1.9M reactions from patents (1976-2016). The task is: Predict the reactants needed to synthesize the given product. (1) Given the product [CH:44]([N:46]([C:3](=[O:5])[C:2]([CH3:1])([C:7]1[S:8][C:9]([C:12]2[CH:17]=[C:16]([NH:18][C:19]3[N:24]=[C:23]([C:25]([F:28])([F:26])[F:27])[CH:22]=[CH:21][N:20]=3)[CH:15]=[C:14]([CH3:29])[CH:13]=2)=[CH:10][N:11]=1)[CH3:6])[NH2:47])=[O:45], predict the reactants needed to synthesize it. The reactants are: [CH3:1][C:2]([C:7]1[S:8][C:9]([C:12]2[CH:17]=[C:16]([NH:18][C:19]3[N:24]=[C:23]([C:25]([F:28])([F:27])[F:26])[CH:22]=[CH:21][N:20]=3)[CH:15]=[C:14]([CH3:29])[CH:13]=2)=[CH:10][N:11]=1)([CH3:6])[C:3]([OH:5])=O.C1C=CC2N(O)N=NC=2C=1.C(Cl)CCl.[CH:44]([NH:46][NH2:47])=[O:45].CCN(C(C)C)C(C)C. (2) Given the product [CH3:1][O:2][C:3]([C:5]1[N:6]([CH2:18][C:19]([C:21]2[CH:26]=[CH:25][C:24]([C:27]([CH3:30])([CH3:29])[CH3:28])=[CH:23][CH:22]=2)=[O:20])[CH:7]=[C:8]([F:10])[CH:9]=1)=[O:4], predict the reactants needed to synthesize it. The reactants are: [CH3:1][O:2][C:3]([C:5]1[NH:6][CH:7]=[C:8]([F:10])[CH:9]=1)=[O:4].C(=O)([O-])[O-].[Cs+].[Cs+].Br[CH2:18][C:19]([C:21]1[CH:26]=[CH:25][C:24]([C:27]([CH3:30])([CH3:29])[CH3:28])=[CH:23][CH:22]=1)=[O:20]. (3) Given the product [N:26]1([C:32]2[N:37]=[CH:36][C:35]([NH:38][C:9]([C:11]3[O:15][C:14]([C:16]4[CH:17]=[CH:18][CH:19]=[CH:20][CH:21]=4)=[N:13][CH:12]=3)=[O:10])=[CH:34][CH:33]=2)[CH2:31][CH2:30][O:29][CH2:28][CH2:27]1, predict the reactants needed to synthesize it. The reactants are: O=C1CCC(=O)N1O[C:9]([C:11]1[O:15][C:14]([C:16]2[CH:21]=[CH:20][CH:19]=[CH:18][CH:17]=2)=[N:13][C:12]=1CCSC)=[O:10].[N:26]1([C:32]2[N:37]=[CH:36][C:35]([NH2:38])=[CH:34][CH:33]=2)[CH2:31][CH2:30][O:29][CH2:28][CH2:27]1.